Dataset: Experimentally validated miRNA-target interactions with 360,000+ pairs, plus equal number of negative samples. Task: Binary Classification. Given a miRNA mature sequence and a target amino acid sequence, predict their likelihood of interaction. (1) The miRNA is mmu-miR-29c-3p with sequence UAGCACCAUUUGAAAUCGGUUA. The protein sequence of the target gene is MAHAASQLKKNRDLEINAEEEPEKKRKHRKRSRDRKKKSDANASYLRAARAGHLEKALDYIKNGVDINICNQNGLNALHLASKEGHVEVVSELLQREANVDAATKKGNTALHIASLAGQAEVVKVLVTNGANVNAQSQNGFTPLYMAAQENHLEVVKFLLDNGASQSLATEDGFTPLAVALQQGHDQVVSLLLENDTKGKVRLPALHIAARKDDTKAAALLLQNDNNADVESKSGFTPLHIAAHYGNINVATLLLNRAAAVDFTARNDITPLHVASKRGNANMVKLLLDRGAKIDAKTRD.... Result: 0 (no interaction). (2) The miRNA is mmu-miR-17-5p with sequence CAAAGUGCUUACAGUGCAGGUAG. The protein sequence of the target gene is MARISFSYLCPASWYFTVPTVSPFLRQRVAFLGLFFIPCVLLLLLIMDLRHWATSLPRDRQYERYLARVGDLEATNTEDPNLNYGLVVDCGSSGSRIFVYFWPRHNGNPHDLLDIKQMRDRNSQPVVKKIKPGISAMADTPEHASDYLRPLLSFAAAHVPVKKHRETPLYILCTAGMRLLPERQQLAILADLVKDLPLEFDFLFSQSQAEVISGKQEGVYAWIGINFVLGRFDHEDESDSDTSVDSAAGRRRTVGILDMGGASLQIAYEVPTSASDLPPKQEEAAKILLAEFNLGCDVQH.... Result: 1 (interaction).